Dataset: Forward reaction prediction with 1.9M reactions from USPTO patents (1976-2016). Task: Predict the product of the given reaction. (1) The product is: [C:45]([C:44]1[C:47]([NH:49][CH2:50][CH2:51][O:52][CH3:53])=[CH:48][C:41]([NH:40][C:24]([N:21]2[C:22]3[C:17](=[CH:16][C:15]([N:33]4[CH:37]=[CH:36][N:35]=[CH:34]4)=[C:14]([CH:13]([O:12][CH3:11])[O:38][CH3:39])[N:23]=3)[CH2:18][CH2:19][CH2:20]2)=[O:25])=[N:42][CH:43]=1)#[N:46]. Given the reactants [Li+].C[Si]([N-][Si](C)(C)C)(C)C.[CH3:11][O:12][CH:13]([O:38][CH3:39])[C:14]1[N:23]=[C:22]2[C:17]([CH2:18][CH2:19][CH2:20][N:21]2[C:24](OC2C=CC=CC=2)=[O:25])=[CH:16][C:15]=1[N:33]1[CH:37]=[CH:36][N:35]=[CH:34]1.[NH2:40][C:41]1[CH:48]=[C:47]([NH:49][CH2:50][CH2:51][O:52][CH3:53])[C:44]([C:45]#[N:46])=[CH:43][N:42]=1, predict the reaction product. (2) Given the reactants [F:1][C:2]1[C:10]2[N:9]=[C:8]([O:11][C@H:12]3[CH2:16][O:15][CH:14]4[C@@H:17]([OH:20])[CH2:18][O:19][CH:13]34)[NH:7][C:6]=2[CH:5]=[C:4]([F:21])[C:3]=1[C:22]1[CH:27]=[CH:26][C:25]([C:28]2[CH:33]=[CH:32][C:31]([C:34](O)=[O:35])=[CH:30][CH:29]=2)=[CH:24][CH:23]=1.[CH3:37][C:38]1([OH:42])[CH2:41][NH:40][CH2:39]1.CN(C(ON1N=NC2C=CC=NC1=2)=[N+](C)C)C.F[P-](F)(F)(F)(F)F, predict the reaction product. The product is: [F:1][C:2]1[C:10]2[N:9]=[C:8]([O:11][C@H:12]3[CH2:16][O:15][CH:14]4[C@@H:17]([OH:20])[CH2:18][O:19][CH:13]34)[NH:7][C:6]=2[CH:5]=[C:4]([F:21])[C:3]=1[C:22]1[CH:23]=[CH:24][C:25]([C:28]2[CH:33]=[CH:32][C:31]([C:34]([N:40]3[CH2:41][C:38]([OH:42])([CH3:37])[CH2:39]3)=[O:35])=[CH:30][CH:29]=2)=[CH:26][CH:27]=1. (3) Given the reactants I[C:2]1[C:10]2[C:5](=[N:6][CH:7]=[N:8][C:9]=2[NH2:11])[N:4]([C@H:12]2[CH2:17][CH2:16][C@H:15]([N:18]3[CH2:23][CH2:22][N:21]([CH3:24])[CH2:20][CH2:19]3)[CH2:14][CH2:13]2)[N:3]=1.CC1(C)C(C)(C)OB([C:33]2[CH:47]=[CH:46][C:36]([CH2:37][NH:38][C:39](=[O:45])[O:40][C:41]([CH3:44])([CH3:43])[CH3:42])=[CH:35][CH:34]=2)O1.C(=O)([O-])[O-].[Na+].[Na+], predict the reaction product. The product is: [NH2:11][C:9]1[N:8]=[CH:7][N:6]=[C:5]2[N:4]([C@H:12]3[CH2:17][CH2:16][C@H:15]([N:18]4[CH2:23][CH2:22][N:21]([CH3:24])[CH2:20][CH2:19]4)[CH2:14][CH2:13]3)[N:3]=[C:2]([C:33]3[CH:47]=[CH:46][C:36]([CH2:37][NH:38][C:39](=[O:45])[O:40][C:41]([CH3:42])([CH3:43])[CH3:44])=[CH:35][CH:34]=3)[C:10]=12. (4) Given the reactants [I:1][C:2]1[C:3]([OH:12])=[C:4]([O:10][CH3:11])[CH:5]=[C:6]([CH:9]=1)[CH:7]=[O:8].C(=O)([O-])[O-].[Cs+].[Cs+].Br[CH2:20][C:21]([O:23][CH2:24][CH3:25])=[O:22], predict the reaction product. The product is: [I:1][C:2]1[CH:9]=[C:6]([CH:7]=[O:8])[CH:5]=[C:4]([O:10][CH3:11])[C:3]=1[O:12][CH2:20][C:21]([O:23][CH2:24][CH3:25])=[O:22]. (5) Given the reactants [NH2:1][C:2]1[CH:3]=[C:4]2[C:9](=[CH:10][CH:11]=1)[N:8]=[CH:7][C:6]([C:12]#[N:13])=[C:5]2[NH:14][C:15]1[CH:20]=[CH:19][C:18]([F:21])=[C:17]([Cl:22])[CH:16]=1.[C:23]([C:25]1[CH:32]=[CH:31][CH:30]=[CH:29][C:26]=1[CH:27]=O)#[N:24].[BH3-]C#N.[Na+], predict the reaction product. The product is: [Cl:22][C:17]1[CH:16]=[C:15]([NH:14][C:5]2[C:4]3[C:9](=[CH:10][CH:11]=[C:2]([NH:1][CH2:27][C:26]4[CH:29]=[CH:30][CH:31]=[CH:32][C:25]=4[C:23]#[N:24])[CH:3]=3)[N:8]=[CH:7][C:6]=2[C:12]#[N:13])[CH:20]=[CH:19][C:18]=1[F:21]. (6) Given the reactants Cl[C:2]1[N:7]=[C:6]([Cl:8])[C:5]([C:9]([F:12])([F:11])[F:10])=[CH:4][N:3]=1.[NH2:13][C:14]1[CH:23]=[CH:22][C:17]([C:18]([NH:20][CH3:21])=[O:19])=[CH:16][CH:15]=1, predict the reaction product. The product is: [Cl:8][C:6]1[C:5]([C:9]([F:12])([F:11])[F:10])=[CH:4][N:3]=[C:2]([NH:13][C:14]2[CH:15]=[CH:16][C:17]([C:18]([NH:20][CH3:21])=[O:19])=[CH:22][CH:23]=2)[N:7]=1. (7) Given the reactants C(=O)([O-])[O-].[Cs+].[Cs+].Br[C:8]1[CH:13]=[CH:12][C:11]([Cl:14])=[CH:10][CH:9]=1.[CH3:15][O:16][C:17]1[CH:22]=[CH:21][C:20]([OH:23])=[CH:19][CH:18]=1, predict the reaction product. The product is: [CH3:15][O:16][C:17]1[CH:22]=[CH:21][C:20]([O:23][C:8]2[CH:13]=[CH:12][C:11]([Cl:14])=[CH:10][CH:9]=2)=[CH:19][CH:18]=1.